Dataset: Full USPTO retrosynthesis dataset with 1.9M reactions from patents (1976-2016). Task: Predict the reactants needed to synthesize the given product. (1) The reactants are: FC(F)(F)C(O)=O.C(OC(=O)[NH:14][C:15]([CH:23]1[CH2:28][CH2:27][CH:26]([OH:29])[CH2:25][CH2:24]1)([C:17]1[CH:22]=[CH:21][CH:20]=[CH:19][CH:18]=1)[CH3:16])(C)(C)C.Cl.O. Given the product [NH2:14][C:15]([CH:23]1[CH2:28][CH2:27][CH:26]([OH:29])[CH2:25][CH2:24]1)([C:17]1[CH:22]=[CH:21][CH:20]=[CH:19][CH:18]=1)[CH3:16], predict the reactants needed to synthesize it. (2) Given the product [ClH:42].[NH2:18][CH2:17][C:16]([N:13]1[CH2:14][CH2:15][CH:10]([N:7]2[CH2:8][CH2:9][C@H:5]([O:4][C:3]3[CH:28]=[C:29]([F:36])[C:30]([S:32]([CH3:35])(=[O:34])=[O:33])=[CH:31][C:2]=3[F:1])[C:6]2=[O:27])[CH2:11][CH2:12]1)=[O:26], predict the reactants needed to synthesize it. The reactants are: [F:1][C:2]1[CH:31]=[C:30]([S:32]([CH3:35])(=[O:34])=[O:33])[C:29]([F:36])=[CH:28][C:3]=1[O:4][C@H:5]1[CH2:9][CH2:8][N:7]([CH:10]2[CH2:15][CH2:14][N:13]([C:16](=[O:26])[CH2:17][NH:18]C(=O)OC(C)(C)C)[CH2:12][CH2:11]2)[C:6]1=[O:27].CCOCC.[ClH:42]. (3) Given the product [Br:13][C:3]1[N:4]2[CH:9]=[CH:8][CH:7]=[C:6]([CH:10]=[O:11])[C:5]2=[N:1][CH:2]=1, predict the reactants needed to synthesize it. The reactants are: [N:1]1[CH:2]=[CH:3][N:4]2[CH:9]=[CH:8][CH:7]=[C:6]([CH:10]=[O:11])[C:5]=12.[K+].[Br-:13]. (4) Given the product [C:23]([O:22][C:20](=[O:21])[NH:6][C@H:11]([C:3](=[O:4])[NH2:2])[CH2:10][C:9]1[CH:37]=[CH:36][CH:27]=[CH:7][CH:8]=1)([CH3:24])([CH3:25])[CH3:26], predict the reactants needed to synthesize it. The reactants are: C[N:2](C)[CH:3]=[O:4].[N:6]1[CH:11]=[CH:10][CH:9]=[CH:8][CH:7]=1.[C:23]([O:22][C:20](O[C:20]([O:22][C:23]([CH3:26])([CH3:25])[CH3:24])=[O:21])=[O:21])([CH3:26])([CH3:25])[CH3:24].[C:27](=O)(O)[O-].[NH4+].O1[CH2:37][CH2:36]OCC1. (5) Given the product [F:1][C:2]1[C:3]([C:31]2[CH:51]=[CH:50][C:34]([O:35][CH2:36][C@H:37]3[CH2:38][CH2:39][C@H:40]([O:43][CH:44]4[CH2:49][CH2:48][CH2:47][CH2:46][O:45]4)[CH2:41][CH2:42]3)=[CH:33][CH:32]=2)=[CH:4][C:5](=[O:21])[N:6]([CH2:8][CH2:9][C@@:10]([CH3:20])([S:16]([CH3:19])(=[O:18])=[O:17])[C:11]([O:13][CH2:14][CH3:15])=[O:12])[CH:7]=1, predict the reactants needed to synthesize it. The reactants are: [F:1][C:2]1[C:3](I)=[CH:4][C:5](=[O:21])[N:6]([CH2:8][CH2:9][C@@:10]([CH3:20])([S:16]([CH3:19])(=[O:18])=[O:17])[C:11]([O:13][CH2:14][CH3:15])=[O:12])[CH:7]=1.CC1(C)C(C)(C)OB([C:31]2[CH:51]=[CH:50][C:34]([O:35][CH2:36][C@H:37]3[CH2:42][CH2:41][C@H:40]([O:43][CH:44]4[CH2:49][CH2:48][CH2:47][CH2:46][O:45]4)[CH2:39][CH2:38]3)=[CH:33][CH:32]=2)O1.[O-]P([O-])([O-])=O.[K+].[K+].[K+].O. (6) Given the product [Br:1][C:2]1[CH:3]=[C:4]2[C:10]([C:11]3[N:16]=[C:17]([NH2:19])[S:18][CH:12]=3)=[C:9]([CH3:15])[NH:8][C:5]2=[N:6][CH:7]=1, predict the reactants needed to synthesize it. The reactants are: [Br:1][C:2]1[CH:3]=[C:4]2[C:10]([C:11](=O)[CH2:12]Cl)=[C:9]([CH3:15])[NH:8][C:5]2=[N:6][CH:7]=1.[NH2:16][C:17]([NH2:19])=[S:18].